Predict which catalyst facilitates the given reaction. From a dataset of Catalyst prediction with 721,799 reactions and 888 catalyst types from USPTO. (1) Reactant: [CH3:1][S:2][C:3]1[CH:8]=[C:7]([NH2:9])[N:6]=[C:5]([NH2:10])[CH:4]=1.I[CH2:12][CH2:13][F:14].C([O-])([O-])=O.[Cs+].[Cs+]. Product: [F:14][CH2:13][CH2:12][NH:10][C:5]1[CH:4]=[C:3]([S:2][CH3:1])[CH:8]=[C:7]([NH2:9])[N:6]=1. The catalyst class is: 10. (2) Reactant: [CH3:1][NH:2][C:3](=[O:11])[C:4]1[CH:9]=[CH:8][CH:7]=[C:6]([CH3:10])[CH:5]=1.C1C(=O)N([Br:19])C(=O)C1.CC(N=NC(C#N)(C)C)(C#N)C. Product: [Br:19][CH2:10][C:6]1[CH:5]=[C:4]([CH:9]=[CH:8][CH:7]=1)[C:3]([NH:2][CH3:1])=[O:11]. The catalyst class is: 53. (3) Reactant: N1C=CC=CC=1/C=C/C(C1C=CC([NH:17][C:18]([C:20]2[C:21]([C:26]3[CH:31]=[CH:30][C:29]([C:32]([F:35])([F:34])[F:33])=[CH:28][CH:27]=3)=[CH:22][CH:23]=[CH:24][CH:25]=2)=[O:19])=CC=1)=O.[H][H]. Product: [F:33][C:32]([F:34])([F:35])[C:29]1[CH:28]=[CH:27][C:26]([C:21]2[C:20]([C:18]([NH2:17])=[O:19])=[CH:25][CH:24]=[CH:23][CH:22]=2)=[CH:31][CH:30]=1. The catalyst class is: 541. (4) Reactant: [NH2:1][C@@H:2]([C:10](=[O:25])[NH:11][C:12]1[CH:17]=[CH:16][C:15]([N:18]2[CH2:23][CH2:22][O:21][CH2:20][C:19]2=[O:24])=[CH:14][CH:13]=1)[CH2:3][P:4](=[O:9])([O:7][CH3:8])[O:5][CH3:6].[Cl:26][C:27]1[CH:32]=[CH:31][C:30]([N:33]=[C:34]=[O:35])=[CH:29][CH:28]=1. Product: [Cl:26][C:27]1[CH:32]=[CH:31][C:30]([NH:33][C:34](=[O:35])[NH:1][C@H:2]([CH2:3][P:4]([O:5][CH3:6])([O:7][CH3:8])=[O:9])[C:10]([NH:11][C:12]2[CH:13]=[CH:14][C:15]([N:18]3[CH2:23][CH2:22][O:21][CH2:20][C:19]3=[O:24])=[CH:16][CH:17]=2)=[O:25])=[CH:29][CH:28]=1. The catalyst class is: 4. (5) Reactant: [O:1]=[C:2]1[C:10]2[CH2:9][CH2:8][CH2:7][CH2:6][C:5]=2[C:4](=[O:11])[N:3]1[CH2:12][CH:13]([C:19]1([CH3:24])OCC[O:20]1)[C:14]([O:16][CH2:17][CH3:18])=[O:15].O.C1(C)C=CC(S(O)(=O)=O)=CC=1. Product: [O:1]=[C:2]1[C:10]2[CH2:9][CH2:8][CH2:7][CH2:6][C:5]=2[C:4](=[O:11])[N:3]1[CH2:12][CH:13]([C:19](=[O:20])[CH3:24])[C:14]([O:16][CH2:17][CH3:18])=[O:15]. The catalyst class is: 95. (6) Reactant: CC1(C)C(C)(C)OB([C:9]2[CH:14]=[CH:13][C:12]([C:15]34[CH2:22][CH2:21][C:18]([CH2:23][C:24]([O:26][CH3:27])=[O:25])([CH2:19][CH2:20]3)[CH2:17][O:16]4)=[CH:11][CH:10]=2)O1.Br[C:30]1[CH:35]=[CH:34][C:33]([NH:36][C:37]2[O:38][C:39]([CH:42]3[CH2:45][CH2:44][CH2:43]3)=[N:40][N:41]=2)=[CH:32][CH:31]=1.P([O-])([O-])([O-])=O.[K+].[K+].[K+].C(COC)OC. Product: [CH:42]1([C:39]2[O:38][C:37]([NH:36][C:33]3[CH:34]=[CH:35][C:30]([C:9]4[CH:14]=[CH:13][C:12]([C:15]56[CH2:20][CH2:19][C:18]([CH2:23][C:24]([O:26][CH3:27])=[O:25])([CH2:21][CH2:22]5)[CH2:17][O:16]6)=[CH:11][CH:10]=4)=[CH:31][CH:32]=3)=[N:41][N:40]=2)[CH2:43][CH2:44][CH2:45]1. The catalyst class is: 72.